Task: Predict the reaction yield, written as a fraction of the theoretical maximum amount of product (1.0 means a 100% yield; for example, 0.34 means a 34% yield).. Dataset: Reaction yield outcomes from USPTO patents with 853,638 reactions (1) The reactants are [Br:1][C:2]1[CH:7]=[C:6]([F:8])[C:5]([N+:9]([O-])=O)=[CH:4][C:3]=1[CH:12]([F:14])[F:13].[NH4+].[Cl-]. The catalyst is CCO.O.[Fe]. The product is [Br:1][C:2]1[C:3]([CH:12]([F:13])[F:14])=[CH:4][C:5]([NH2:9])=[C:6]([F:8])[CH:7]=1. The yield is 0.590. (2) The reactants are [F:1][C:2]1[CH:7]=[CH:6][CH:5]=[CH:4][C:3]=1[CH2:8][C:9]([O:11][C@H:12]([C:14]1[CH:19]=[CH:18][CH:17]=[CH:16][CH:15]=1)[CH3:13])=[O:10].[CH2:20]1[CH2:30][CH2:29][N:28]2C(=NC[CH2:26][CH2:27]2)CC1.C(Br)(Br)(Br)Br.N1CCCCC1. The catalyst is C1COCC1.C(OCC)C.C1(C)C=CC=CC=1. The product is [F:1][C:2]1[CH:7]=[CH:6][CH:5]=[CH:4][C:3]=1[C@@H:8]([N:28]1[CH2:27][CH2:26][CH2:20][CH2:30][CH2:29]1)[C:9]([O:11][C@H:12]([C:14]1[CH:15]=[CH:16][CH:17]=[CH:18][CH:19]=1)[CH3:13])=[O:10]. The yield is 0.110. (3) The reactants are [CH3:1][C:2]1[N:6]([CH2:7][C:8]2[C:17]3[C:12](=[CH:13][CH:14]=[CH:15][CH:16]=3)[CH:11]=[CH:10][CH:9]=2)[C:5]2[CH:18]=[C:19]([N:25]3[CH2:30][CH2:29][O:28][CH2:27][CH2:26]3)[CH:20]=[C:21]([C:22]([OH:24])=O)[C:4]=2[N:3]=1.C[N:32](C=O)C.C(Cl)(=O)C(Cl)=O. The catalyst is C(Cl)Cl. The product is [CH3:1][C:2]1[N:6]([CH2:7][C:8]2[C:17]3[C:12](=[CH:13][CH:14]=[CH:15][CH:16]=3)[CH:11]=[CH:10][CH:9]=2)[C:5]2[CH:18]=[C:19]([N:25]3[CH2:30][CH2:29][O:28][CH2:27][CH2:26]3)[CH:20]=[C:21]([C:22]([NH2:32])=[O:24])[C:4]=2[N:3]=1. The yield is 0.790. (4) The reactants are C(OC([NH:8][C:9]1([CH3:17])[C:13]2([CH2:15][CH2:14]2)[C:12](=[O:16])[NH:11][CH2:10]1)=O)(C)(C)C.C(O[K])(C)(C)C.[CH2:24](Cl)[C:25]1[CH:30]=[CH:29][CH:28]=[CH:27][CH:26]=1.O. The catalyst is CC(N(C)C)=O. The product is [NH2:8][C:9]1([CH3:17])[C:13]2([CH2:14][CH2:15]2)[C:12](=[O:16])[N:11]([CH2:24][C:25]2[CH:30]=[CH:29][CH:28]=[CH:27][CH:26]=2)[CH2:10]1. The yield is 0.901. (5) The reactants are [CH3:1][O:2][C:3](=[O:17])[C@@H:4]1[CH2:8][C@@H:7]([NH2:9])[CH2:6][N:5]1[C:10]([O:12][CH2:13][CH2:14][CH2:15][CH3:16])=[O:11].C(N(CC)CC)C.[C:25]1([CH3:35])[CH:30]=[CH:29][C:28]([S:31](Cl)(=[O:33])=[O:32])=[CH:27][CH:26]=1.O. The catalyst is C(Cl)(Cl)Cl. The product is [CH3:1][O:2][C:3](=[O:17])[C@@H:4]1[CH2:8][C@@H:7]([NH:9][S:31]([C:28]2[CH:29]=[CH:30][C:25]([CH3:35])=[CH:26][CH:27]=2)(=[O:33])=[O:32])[CH2:6][N:5]1[C:10]([O:12][CH2:13][CH2:14][CH2:15][CH3:16])=[O:11]. The yield is 0.800. (6) The reactants are [OH:1][C@@:2]1([C:9]#[C:10][C:11]2[CH:12]=[C:13]([N:17]3[C:25]4[CH2:24][CH2:23][N:22]([C:26]5[CH:31]=[CH:30][N:29]=[CH:28][N:27]=5)[CH2:21][C:20]=4[C:19]([C:32]([O:34]CC)=O)=[N:18]3)[CH:14]=[CH:15][CH:16]=2)[CH2:6][CH2:5][N:4]([CH3:7])[C:3]1=[O:8].[NH3:37]. No catalyst specified. The product is [OH:1][C@@:2]1([C:9]#[C:10][C:11]2[CH:12]=[C:13]([N:17]3[C:25]4[CH2:24][CH2:23][N:22]([C:26]5[CH:31]=[CH:30][N:29]=[CH:28][N:27]=5)[CH2:21][C:20]=4[C:19]([C:32]([NH2:37])=[O:34])=[N:18]3)[CH:14]=[CH:15][CH:16]=2)[CH2:6][CH2:5][N:4]([CH3:7])[C:3]1=[O:8]. The yield is 0.140. (7) The reactants are [Cl:1][C:2]1[CH:7]=[CH:6][C:5]([C:8]2[CH:13]=[CH:12][CH:11]=[CH:10][C:9]=2[C@H:14]([N:30]([CH3:32])[CH3:31])[CH:15]2[CH2:20][CH2:19][N:18]([C:21]3[CH:29]=[CH:28][C:24]([C:25]([O-])=[O:26])=[CH:23][CH:22]=3)[CH2:17][CH2:16]2)=[CH:4][CH:3]=1.[Li].C(Cl)CCl.CCN(C(C)C)C(C)C.[O:47]1[CH2:52][CH2:51][N:50]([CH2:53][CH2:54][C@@H:55]([NH:64][C:65]2[CH:70]=[CH:69][C:68]([S:71]([NH2:74])(=[O:73])=[O:72])=[CH:67][C:66]=2[S:75]([C:78]([F:81])([F:80])[F:79])(=[O:77])=[O:76])[CH2:56][S:57][C:58]2[CH:63]=[CH:62][CH:61]=[CH:60][CH:59]=2)[CH2:49][CH2:48]1.Cl. The catalyst is CN(C1C=CN=CC=1)C.C(Cl)Cl.CO.C(OCC)C. The product is [ClH:1].[Cl:1][C:2]1[CH:3]=[CH:4][C:5]([C:8]2[CH:13]=[CH:12][CH:11]=[CH:10][C:9]=2[C@H:14]([N:30]([CH3:32])[CH3:31])[CH:15]2[CH2:20][CH2:19][N:18]([C:21]3[CH:22]=[CH:23][C:24]([C:25]([NH:74][S:71]([C:68]4[CH:69]=[CH:70][C:65]([NH:64][C@H:55]([CH2:54][CH2:53][N:50]5[CH2:51][CH2:52][O:47][CH2:48][CH2:49]5)[CH2:56][S:57][C:58]5[CH:59]=[CH:60][CH:61]=[CH:62][CH:63]=5)=[C:66]([S:75]([C:78]([F:81])([F:79])[F:80])(=[O:77])=[O:76])[CH:67]=4)(=[O:72])=[O:73])=[O:26])=[CH:28][CH:29]=3)[CH2:17][CH2:16]2)=[CH:6][CH:7]=1. The yield is 0.350. (8) The catalyst is C(Cl)Cl. The yield is 0.850. The product is [CH2:1]([O:8][N:9]1[C:15](=[O:16])[N:14]2[CH2:17][C@H:10]1[CH2:11][CH2:12][C@H:13]2[C:18]([NH:21][O:22][CH:23]1[CH2:24][N:25]([C:35]([O:37][C:38]([CH3:39])([CH3:40])[CH3:41])=[O:36])[N:26]([C:28]([O:30][C:31]([CH3:34])([CH3:33])[CH3:32])=[O:29])[CH2:27]1)=[O:20])[C:2]1[CH:3]=[CH:4][CH:5]=[CH:6][CH:7]=1. The reactants are [CH2:1]([O:8][N:9]1[C:15](=[O:16])[N:14]2[CH2:17][C@H:10]1[CH2:11][CH2:12][C@H:13]2[C:18]([OH:20])=O)[C:2]1[CH:7]=[CH:6][CH:5]=[CH:4][CH:3]=1.[NH2:21][O:22][CH:23]1[CH2:27][N:26]([C:28]([O:30][C:31]([CH3:34])([CH3:33])[CH3:32])=[O:29])[N:25]([C:35]([O:37][C:38]([CH3:41])([CH3:40])[CH3:39])=[O:36])[CH2:24]1.ON1C2C=CC=CC=2N=N1.Cl.C(N=C=NCCCN(C)C)C. (9) The reactants are Cl.[CH3:2][NH:3][O:4][CH3:5].CCN(C(C)C)C(C)C.CN(C(ON1N=NC2C=CC=NC1=2)=[N+](C)C)C.F[P-](F)(F)(F)(F)F.[CH:39]1([CH:42]([NH:46][C:47]([CH:49]2[CH2:54][C:53]([CH3:68])([S:55]([C:58]3[CH:63]=[CH:62][CH:61]=[C:60]([C:64]([F:67])([F:66])[F:65])[CH:59]=3)(=[O:57])=[O:56])[CH2:52][CH2:51][O:50]2)=[O:48])[C:43](O)=[O:44])[CH2:41][CH2:40]1. The catalyst is CN(C=O)C.CCOC(C)=O. The product is [CH:39]1([CH:42]([NH:46][C:47]([CH:49]2[CH2:54][C:53]([CH3:68])([S:55]([C:58]3[CH:63]=[CH:62][CH:61]=[C:60]([C:64]([F:67])([F:66])[F:65])[CH:59]=3)(=[O:56])=[O:57])[CH2:52][CH2:51][O:50]2)=[O:48])[C:43]([N:3]([O:4][CH3:5])[CH3:2])=[O:44])[CH2:40][CH2:41]1. The yield is 0.640. (10) The reactants are [CH:1]([C:3]1[C:11]2[C:6](=[CH:7][C:8]([C:23]#[N:24])=[C:9]([C:12]3[CH:17]=[CH:16][C:15]([C:18]4([CH2:21][OH:22])[CH2:20][CH2:19]4)=[CH:14][CH:13]=3)[CH:10]=2)[NH:5][CH:4]=1)=[O:2].CC(=CC)C.Cl([O-])=[O:31].[Na+].P([O-])([O-])([O-])=O.[Na+].[Na+].[Na+].[Cl-].[NH4+]. The catalyst is O1CCCC1.C(O)(C)(C)C.O.CO. The product is [C:23]([C:8]1[CH:7]=[C:6]2[C:11]([C:3]([C:1]([OH:31])=[O:2])=[CH:4][NH:5]2)=[CH:10][C:9]=1[C:12]1[CH:13]=[CH:14][C:15]([C:18]2([CH2:21][OH:22])[CH2:19][CH2:20]2)=[CH:16][CH:17]=1)#[N:24]. The yield is 0.510.